From a dataset of Catalyst prediction with 721,799 reactions and 888 catalyst types from USPTO. Predict which catalyst facilitates the given reaction. (1) Reactant: [F:1][C:2]1[CH:7]=[CH:6][C:5]([C:8](=[O:10])[CH3:9])=[CH:4][CH:3]=1.C(O)C.[H-].[Na+].Cl.[C:17](=O)([O:21]CC)[O:18][CH2:19][CH3:20]. Product: [F:1][C:2]1[CH:7]=[CH:6][C:5]([C:8](=[O:10])[CH2:9][C:17]([O:18][CH2:19][CH3:20])=[O:21])=[CH:4][CH:3]=1. The catalyst class is: 6. (2) Reactant: [N+:1]([C:4]1[CH:5]=[N:6][CH:7]=[CH:8][C:9]=1[OH:10])([O-:3])=[O:2].[CH:11]1[CH:16]=CC(P(C2C=CC=CC=2)C2C=CC=CC=2)=C[CH:12]=1.CC(O)C.CC(OC(/N=N/C(OC(C)C)=O)=O)C. Product: [CH:11]([O:10][C:9]1[CH:8]=[CH:7][N:6]=[CH:5][C:4]=1[N+:1]([O-:3])=[O:2])([CH3:16])[CH3:12]. The catalyst class is: 7. (3) Reactant: [F:1][C:2]1[CH:3]=[C:4]2[C:8](=[CH:9][CH:10]=1)[NH:7][C:6](=[O:11])[CH2:5]2.[O:12]=[C:13]1[C:18]2=[CH:19][NH:20][C:21]([CH:22]=O)=[C:17]2[CH2:16][CH2:15][NH:14]1.N1CCCCC1. Product: [F:1][C:2]1[CH:3]=[C:4]2[C:8](=[CH:9][CH:10]=1)[NH:7][C:6](=[O:11])[C:5]2=[CH:22][C:21]1[NH:20][CH:19]=[C:18]2[C:17]=1[CH2:16][CH2:15][NH:14][C:13]2=[O:12]. The catalyst class is: 8. (4) Reactant: [OH:1][C:2]1[CH:10]=[C:9]([CH3:11])[CH:8]=[CH:7][C:3]=1[C:4]([OH:6])=[O:5].[Br:12]Br. Product: [Br:12][C:8]1[C:9]([CH3:11])=[CH:10][C:2]([OH:1])=[C:3]([CH:7]=1)[C:4]([OH:6])=[O:5]. The catalyst class is: 5. (5) Reactant: C(N(CC)C(C)C)(C)C.Cl[C:11]1[C:16]([C:17]([O:19][CH2:20][CH3:21])=[O:18])=[CH:15][N:14]=[C:13]([Cl:22])[CH:12]=1.C(O)(=O)C.[O:27]1[CH2:32][CH2:31][CH:30]([NH2:33])[CH2:29][CH2:28]1. Product: [Cl:22][C:13]1[CH:12]=[C:11]([NH:33][CH:30]2[CH2:31][CH2:32][O:27][CH2:28][CH2:29]2)[C:16]([C:17]([O:19][CH2:20][CH3:21])=[O:18])=[CH:15][N:14]=1. The catalyst class is: 10.